Task: Predict the reactants needed to synthesize the given product.. Dataset: Full USPTO retrosynthesis dataset with 1.9M reactions from patents (1976-2016) (1) Given the product [Br:1][C:2]1[CH:3]=[CH:4][C:5]([O:10][CH2:14][CH2:15][O:16][CH:17]2[CH2:22][CH2:21][CH2:20][CH2:19][O:18]2)=[C:6]([CH:9]=1)[C:7]#[N:8], predict the reactants needed to synthesize it. The reactants are: [Br:1][C:2]1[CH:3]=[CH:4][C:5]([OH:10])=[C:6]([CH:9]=1)[C:7]#[N:8].[H-].[Na+].Br[CH2:14][CH2:15][O:16][CH:17]1[CH2:22][CH2:21][CH2:20][CH2:19][O:18]1. (2) Given the product [C:1]([C:5]1[CH:10]=[C:9]([N+:11]([O-:13])=[O:12])[C:8]([O:14][CH3:15])=[C:7]([NH2:16])[CH:6]=1)([CH3:4])([CH3:2])[CH3:3], predict the reactants needed to synthesize it. The reactants are: [C:1]([C:5]1[CH:6]=[C:7]([N+:16]([O-])=O)[C:8]([O:14][CH3:15])=[C:9]([N+:11]([O-:13])=[O:12])[CH:10]=1)([CH3:4])([CH3:3])[CH3:2].O.CC1CCC=CC1. (3) Given the product [CH3:1][O:2][C:3]1[CH:4]=[CH:5][C:6]([C:9]([F:14])([F:15])[C:10]([F:11])([F:12])[F:13])=[CH:7][C:8]=1[C:21](=[O:23])[CH3:22], predict the reactants needed to synthesize it. The reactants are: [CH3:1][O:2][C:3]1[CH:8]=[CH:7][C:6]([C:9]([F:15])([F:14])[C:10]([F:13])([F:12])[F:11])=[CH:5][CH:4]=1.[Li]CCCC.[C:21](Cl)(=[O:23])[CH3:22]. (4) Given the product [CH2:16]([O:15][C:13]([C@@H:12]1[CH2:7][C@H:6]1[C:5]1[CH:8]=[CH:9][C:2]([Br:1])=[CH:3][CH:4]=1)=[O:14])[CH3:17], predict the reactants needed to synthesize it. The reactants are: [Br:1][C:2]1[CH:9]=[CH:8][C:5]([CH:6]=[CH2:7])=[CH:4][CH:3]=1.[N+](=[CH:12][C:13]([O:15][CH2:16][CH3:17])=[O:14])=[N-]. (5) Given the product [CH3:1][C:2]([CH:3]=[N:37][C:11]([O:10][Si:17]([CH3:24])([CH3:23])[CH3:16])=[CH2:12])=[CH:5][CH3:6], predict the reactants needed to synthesize it. The reactants are: [CH3:1][C:2](=[CH:5][CH3:6])[CH:3]=O.ClC1C=[C:10](C=CC=1)[CH:11]=[O:12].[CH3:16][Si:17]([CH3:24])([CH3:23])N[Si:17]([CH3:24])([CH3:23])[CH3:16].C([Li])CCC.C[Si](Cl)(C)C.C([N:37](CC)CC)C.C(Cl)(=O)C. (6) Given the product [CH:31]1([O:37][CH2:38][CH2:39][CH2:40][O:41][C:42]2[CH:43]=[CH:44][C:45]([CH:46]=[CH2:47])=[CH:48][CH:49]=2)[CH2:32][CH2:33][CH2:34][CH2:35][CH2:36]1.[OH:9][C:6]1[CH:7]=[CH:8][C:3]([CH:2]=[CH2:1])=[CH:4][CH:5]=1, predict the reactants needed to synthesize it. The reactants are: [CH:1]#[C:2][C:3]1[CH:8]=[CH:7][C:6]([OH:9])=[CH:5][CH:4]=1.C1(C)C=CC(S(O)(=O)=O)=CC=1.C(OC1CCCCC1)=CC.[CH:31]1([O:37][CH2:38][CH2:39][CH2:40][O:41][C:42]2[CH:49]=[CH:48][C:45]([CH:46]=[CH2:47])=[CH:44][CH:43]=2)[CH2:36][CH2:35][CH2:34][CH2:33][CH2:32]1.OC1C=CC(C=C)=CC=1. (7) Given the product [Cl:1][C:2]1[C:3]2[C:10]([C:11]3[CH:12]=[C:13]([CH:16]=[CH:17][CH:18]=3)[C:14]#[N:15])=[CH:9][NH:8][C:4]=2[N:5]=[CH:6][N:7]=1, predict the reactants needed to synthesize it. The reactants are: [Cl:1][C:2]1[C:3]2[C:10]([C:11]3[CH:12]=[C:13]([CH:16]=[CH:17][CH:18]=3)[C:14]#[N:15])=[CH:9][N:8](CO)[C:4]=2[N:5]=[CH:6][N:7]=1.C(=O)([O-])[O-].[K+].[K+]. (8) Given the product [Cl:1][C:2]1[CH:7]=[C:6]([Cl:8])[CH:5]=[CH:4][C:3]=1[C:9]1[NH:16][C:17](=[O:23])[C:12]2=[N:13][N:14]=[CH:15][N:11]2[N:10]=1, predict the reactants needed to synthesize it. The reactants are: [Cl:1][C:2]1[CH:7]=[C:6]([Cl:8])[CH:5]=[CH:4][C:3]=1/[C:9](/[NH:16][C:17](=[O:23])OCCCC)=[N:10]/[N:11]1[CH:15]=[N:14][N:13]=[CH:12]1. (9) Given the product [F:13][C:14]1[CH:19]=[CH:18][CH:17]=[C:16]([F:20])[C:15]=1[O:21][C:4]1[CH:9]=[CH:8][C:7]([N+:10]([O-:12])=[O:11])=[CH:6][CH:5]=1, predict the reactants needed to synthesize it. The reactants are: [H-].[Na+].F[C:4]1[CH:9]=[CH:8][C:7]([N+:10]([O-:12])=[O:11])=[CH:6][CH:5]=1.[F:13][C:14]1[CH:19]=[CH:18][CH:17]=[C:16]([F:20])[C:15]=1[OH:21]. (10) Given the product [O:35]=[CH:34][C@@H:33]([C@H:19]([C@@H:4]([C@@H:2]([CH2:1][OH:6])[OH:3])[OH:11])[OH:21])[OH:37], predict the reactants needed to synthesize it. The reactants are: [C:1]([O-:6])(=O)[CH:2]([CH3:4])[OH:3].C([O-])(=O)CCC([O-])=[O:11].C([O-])(=O)C.[CH:19]([O-:21])=O.C([O-])(=O)/C=C/C([O-])=O.C(O)=O.[C:33](O)(=[O:37])[C:34](C)=[O:35].